This data is from Peptide-MHC class II binding affinity with 134,281 pairs from IEDB. The task is: Regression. Given a peptide amino acid sequence and an MHC pseudo amino acid sequence, predict their binding affinity value. This is MHC class II binding data. (1) The peptide sequence is AFIHDGDNLFPKV. The MHC is DRB3_0101 with pseudo-sequence DRB3_0101. The binding affinity (normalized) is 1.00. (2) The peptide sequence is IIQPEQKAQL. The MHC is HLA-DQA10501-DQB10201 with pseudo-sequence HLA-DQA10501-DQB10201. The binding affinity (normalized) is 0. (3) The peptide sequence is ELFVAAYVPYVAWLV. The MHC is HLA-DPA10103-DPB10401 with pseudo-sequence HLA-DPA10103-DPB10401. The binding affinity (normalized) is 0.843. (4) The peptide sequence is LAKYKANWIEIMRIK. The MHC is DRB1_0404 with pseudo-sequence DRB1_0404. The binding affinity (normalized) is 0.518. (5) The peptide sequence is AFILDGRNLFPKV. The MHC is DRB3_0101 with pseudo-sequence DRB3_0101. The binding affinity (normalized) is 0.962. (6) The peptide sequence is NSYIAEMETESWIVDKK. The MHC is HLA-DQA10501-DQB10302 with pseudo-sequence HLA-DQA10501-DQB10302. The binding affinity (normalized) is 0.297. (7) The peptide sequence is KLEHPVTGCGERTEGRCL. The MHC is DRB1_0701 with pseudo-sequence DRB1_0701. The binding affinity (normalized) is 0. (8) The peptide sequence is IKYTRPGDSLAEVEL. The MHC is DRB1_0405 with pseudo-sequence DRB1_0405. The binding affinity (normalized) is 0.466. (9) The peptide sequence is FEALGFLNEDHWASR. The MHC is DRB3_0101 with pseudo-sequence DRB3_0101. The binding affinity (normalized) is 0.339.